From a dataset of Full USPTO retrosynthesis dataset with 1.9M reactions from patents (1976-2016). Predict the reactants needed to synthesize the given product. (1) The reactants are: [NH2:1][C:2]([NH:4][C:5]1[C:6]([C:17]([NH2:19])=[O:18])=[N:7][N:8]([C:10]2[CH:15]=[CH:14][CH:13]=[C:12](Br)[CH:11]=2)[CH:9]=1)=[O:3].[I-:20].[Na+].CNCCNC. Given the product [C:17]([C:6]1[C:5]([NH:4][C:2]([NH2:1])=[O:3])=[CH:9][N:8]([C:10]2[CH:15]=[CH:14][CH:13]=[C:12]([I:20])[CH:11]=2)[N:7]=1)(=[O:18])[NH2:19], predict the reactants needed to synthesize it. (2) Given the product [CH3:11][C:12]1[C:30]([CH2:31][CH2:32][C:33]([OH:35])=[O:34])=[C:29]2[NH:36][C:13]=1[CH:14]=[C:15]1[N:19]=[C:18]([CH:20]=[C:21]3[C:46]([CH3:47])=[C:45]([CH:48]=[CH2:49])[C:23](=[CH:24][C:25]4[C:38]([CH3:39])=[C:37]([CH2:40][CH2:41][C:42]([OH:44])=[O:43])[C:27](=[CH:28]2)[N:26]=4)[NH:22]3)[C:17]([CH:50]=[CH2:51])=[C:16]1[CH3:52].[Cu:1]=[O:2], predict the reactants needed to synthesize it. The reactants are: [Cu:1]=[O:2].ON1C(=O)CCC1=O.[CH3:11][C:12]1[C:30]([CH2:31][CH2:32][C:33]([OH:35])=[O:34])=[C:29]2[NH:36][C:13]=1[CH:14]=[C:15]1[N:19]=[C:18]([CH:20]=[C:21]3[C:46]([CH3:47])=[C:45]([CH:48]=[CH2:49])[C:23](=[CH:24][C:25]4[C:38]([CH3:39])=[C:37]([CH2:40][CH2:41][C:42]([OH:44])=[O:43])[C:27](=[CH:28]2)[N:26]=4)[NH:22]3)[C:17]([CH:50]=[CH2:51])=[C:16]1[CH3:52]. (3) Given the product [C:26]1([C:22]2[CH:23]=[C:24]3[C:19](=[CH:20][CH:21]=2)[NH:18][C:17]([CH2:16][O:15][C:13]([NH:12][C@H:4]([CH2:5][C:6]2[CH:7]=[CH:8][CH:9]=[CH:10][CH:11]=2)[C:3]([OH:32])=[O:2])=[O:14])=[CH:25]3)[CH:27]=[CH:28][CH:29]=[CH:30][CH:31]=1, predict the reactants needed to synthesize it. The reactants are: C[O:2][C:3](=[O:32])[C@H:4]([NH:12][C:13]([O:15][CH2:16][C:17]1[NH:18][C:19]2[C:24]([CH:25]=1)=[CH:23][C:22]([C:26]1[CH:31]=[CH:30][CH:29]=[CH:28][CH:27]=1)=[CH:21][CH:20]=2)=[O:14])[CH2:5][C:6]1[CH:11]=[CH:10][CH:9]=[CH:8][CH:7]=1.O.[OH-].[Li+]. (4) Given the product [Br:1][C:2]1[CH:8]=[CH:7][C:5]([N:6]=[C:11]=[O:13])=[C:4]([CH3:9])[CH:3]=1, predict the reactants needed to synthesize it. The reactants are: [Br:1][C:2]1[CH:8]=[CH:7][C:5]([NH2:6])=[C:4]([CH3:9])[CH:3]=1.Cl[C:11](Cl)([O:13]C(=O)OC(Cl)(Cl)Cl)Cl.